This data is from NCI-60 drug combinations with 297,098 pairs across 59 cell lines. The task is: Regression. Given two drug SMILES strings and cell line genomic features, predict the synergy score measuring deviation from expected non-interaction effect. Drug 1: CN(C)C1=NC(=NC(=N1)N(C)C)N(C)C. Drug 2: C1=CN(C(=O)N=C1N)C2C(C(C(O2)CO)O)O.Cl. Cell line: IGROV1. Synergy scores: CSS=18.7, Synergy_ZIP=0.0674, Synergy_Bliss=5.70, Synergy_Loewe=-4.88, Synergy_HSA=6.15.